This data is from Full USPTO retrosynthesis dataset with 1.9M reactions from patents (1976-2016). The task is: Predict the reactants needed to synthesize the given product. (1) Given the product [OH:35][C:23]1[C:22](=[O:21])[N:11]([C:12]2[N:13]=[N:14][C:15]([CH3:18])=[CH:16][CH:17]=2)[CH:25]([C:27]2[CH:28]=[CH:29][C:30]([O:33][CH3:34])=[CH:31][CH:32]=2)[C:24]=1[C:1](=[O:10])[C:2]1[CH:7]=[CH:6][C:5]([O:8][CH3:9])=[CH:4][CH:3]=1, predict the reactants needed to synthesize it. The reactants are: [CH:1](=[O:10])[C:2]1[CH:7]=[CH:6][C:5]([O:8][CH3:9])=[CH:4][CH:3]=1.[NH2:11][C:12]1[N:13]=[N:14][C:15]([CH3:18])=[CH:16][CH:17]=1.C([O:21][C:22](=O)[C:23]([OH:35])=[CH:24][C:25]([C:27]1[CH:32]=[CH:31][C:30]([O:33][CH3:34])=[CH:29][CH:28]=1)=O)C. (2) Given the product [Br:16][C:17]1[CH:22]=[CH:21][CH:20]=[CH:19][C:18]=1[N:6]1[C:7]2[CH:8]=[CH:9][C:10]([CH3:13])=[CH:11][C:12]=2[C:4]2[CH2:3][N:2]([CH3:1])[CH2:15][CH2:14][C:5]1=2, predict the reactants needed to synthesize it. The reactants are: [CH3:1][N:2]1[CH2:15][CH2:14][C:5]2[NH:6][C:7]3[CH:8]=[CH:9][C:10]([CH3:13])=[CH:11][C:12]=3[C:4]=2[CH2:3]1.[Br:16][C:17]1[CH:22]=[CH:21][CH:20]=[CH:19][C:18]=1Br.[O-]P([O-])([O-])=O.[K+].[K+].[K+].N1CCC[C@H]1C(O)=O. (3) Given the product [Br:12][C:2]1[CH:3]=[CH:4][C:5]2[C:10](=[CH:9][CH:8]=[CH:7][CH:6]=2)[C:1]=1[NH2:11], predict the reactants needed to synthesize it. The reactants are: [C:1]1([NH2:11])[C:10]2[C:5](=[CH:6][CH:7]=[CH:8][CH:9]=2)[CH:4]=[CH:3][CH:2]=1.[Br:12]N1C(=O)CCC1=O.O. (4) Given the product [OH:24][C:21]1[CH:20]=[CH:19][C:18]([C:10](=[C:4]2[CH2:3][C:2]([CH3:25])([CH3:1])[CH2:7][C:6]([CH3:8])([CH3:9])[CH2:5]2)[C:11]2[CH:12]=[CH:13][C:14]([O:17][C:33]([CH3:40])([CH3:39])[C:34]([O:36][CH2:37][CH3:38])=[O:35])=[CH:15][CH:16]=2)=[CH:23][CH:22]=1, predict the reactants needed to synthesize it. The reactants are: [CH3:1][C:2]1([CH3:25])[CH2:7][C:6]([CH3:9])([CH3:8])[CH2:5][C:4](=[C:10]([C:18]2[CH:23]=[CH:22][C:21]([OH:24])=[CH:20][CH:19]=2)[C:11]2[CH:16]=[CH:15][C:14]([OH:17])=[CH:13][CH:12]=2)[CH2:3]1.C([O-])([O-])=O.[K+].[K+].Br[C:33]([CH3:40])([CH3:39])[C:34]([O:36][CH2:37][CH3:38])=[O:35]. (5) Given the product [CH2:1]([O:3][C:4]([N:6]1[CH2:7][CH2:8][C:9]2=[CH:17][C:16]([Br:18])=[C:15]3[C:11]([C:12]([CH3:19])=[CH:13][CH2:14]3)=[C:10]2[CH2:21][CH2:22]1)=[O:5])[CH3:2], predict the reactants needed to synthesize it. The reactants are: [CH2:1]([O:3][C:4]([N:6]1[CH2:22][CH2:21][C:10]2[C:11]3[C:12](O)([CH3:19])[CH2:13][CH2:14][C:15]=3[C:16]([Br:18])=[CH:17][C:9]=2[CH2:8][CH2:7]1)=[O:5])[CH3:2].